From a dataset of Full USPTO retrosynthesis dataset with 1.9M reactions from patents (1976-2016). Predict the reactants needed to synthesize the given product. (1) Given the product [Cl:1][C:2]1[N:3]=[C:4]([C:15]2[CH:16]=[CH:17][C:18]([F:19])=[C:13]([Cl:12])[CH:14]=2)[C:5]2[CH:10]=[CH:9][NH:8][C:6]=2[N:7]=1, predict the reactants needed to synthesize it. The reactants are: [Cl:1][C:2]1[N:3]=[C:4](Cl)[C:5]2[CH:10]=[CH:9][NH:8][C:6]=2[N:7]=1.[Cl:12][C:13]1[CH:14]=[C:15](B(O)O)[CH:16]=[CH:17][C:18]=1[F:19].C([O-])([O-])=O.[Na+].[Na+]. (2) The reactants are: [NH2:1][C:2]1[CH:7]=[CH:6][CH:5]=[C:4]([N:8]2[C:15]3[N:11]([N:12]=[C:13]([C:16]4[CH:17]=[N:18][CH:19]=[CH:20][CH:21]=4)[CH:14]=3)[CH:10]=[CH:9]2)[C:3]=1[OH:22].[F:23][S:24]([F:37])([F:36])([F:35])([F:34])[C:25]1[CH:26]=[C:27]([CH:31]=[CH:32][CH:33]=1)[C:28](O)=[O:29].CN(C(ON1N=NC2C=CC=NC1=2)=[N+](C)C)C.F[P-](F)(F)(F)(F)F.C(N(CC)C(C)C)(C)C.[OH-].[Na+]. Given the product [OH:22][C:3]1[C:4]([N:8]2[C:15]3[N:11]([N:12]=[C:13]([C:16]4[CH:17]=[N:18][CH:19]=[CH:20][CH:21]=4)[CH:14]=3)[CH:10]=[CH:9]2)=[CH:5][CH:6]=[CH:7][C:2]=1[NH:1][C:28](=[O:29])[C:27]1[CH:31]=[CH:32][CH:33]=[C:25]([S:24]([F:37])([F:23])([F:34])([F:35])[F:36])[CH:26]=1, predict the reactants needed to synthesize it. (3) Given the product [C:3]([N:8]1[CH2:13][CH2:12][CH:11]([CH2:14][NH:15][C:16]([N:18]2[CH2:22][CH:21]([CH2:23][C:24]([CH3:27])([CH3:26])[CH3:25])[C:20]3([C:35]4[C:30](=[CH:31][C:32]([Cl:36])=[CH:33][CH:34]=4)[NH:29][C:28]3=[O:37])[CH:19]2[C:38]2[CH:43]=[CH:42][CH:41]=[C:40]([Cl:44])[C:39]=2[F:45])=[O:17])[CH2:10][CH2:9]1)(=[O:4])[CH3:2], predict the reactants needed to synthesize it. The reactants are: F[C:2](F)(F)[C:3](O)=[O:4].[NH:8]1[CH2:13][CH2:12][CH:11]([CH2:14][NH:15][C:16]([N:18]2[CH2:22][CH:21]([CH2:23][C:24]([CH3:27])([CH3:26])[CH3:25])[C:20]3([C:35]4[C:30](=[CH:31][C:32]([Cl:36])=[CH:33][CH:34]=4)[NH:29][C:28]3=[O:37])[CH:19]2[C:38]2[CH:43]=[CH:42][CH:41]=[C:40]([Cl:44])[C:39]=2[F:45])=[O:17])[CH2:10][CH2:9]1.C(N(CC)CC)C.C(Cl)(=O)C. (4) Given the product [C:3]([C:7]1[CH:8]=[CH:9][C:10]([O:13][C:15]2[CH:20]=[CH:19][C:18]([N+:21]([O-:23])=[O:22])=[CH:17][CH:16]=2)=[CH:11][CH:12]=1)([CH3:6])([CH3:4])[CH3:5], predict the reactants needed to synthesize it. The reactants are: [H-].[Na+].[C:3]([C:7]1[CH:12]=[CH:11][C:10]([OH:13])=[CH:9][CH:8]=1)([CH3:6])([CH3:5])[CH3:4].Cl[C:15]1[CH:20]=[CH:19][C:18]([N+:21]([O-:23])=[O:22])=[CH:17][CH:16]=1. (5) Given the product [OH:40][C:32]1[CH:31]=[C:30]([CH:25]2[C:8]([C:9]3[CH:14]=[CH:13][CH:12]=[CH:11][CH:10]=3)=[C:7]([C:5]3[CH:4]=[N:3][N:2]([CH3:1])[CH:6]=3)[NH:28][C:27](=[O:29])[NH:26]2)[CH:35]=[CH:34][C:33]=1[C:50]([OH:51])=[O:56], predict the reactants needed to synthesize it. The reactants are: [CH3:1][N:2]1[CH:6]=[C:5]([C:7](=O)[CH2:8][C:9]2[CH:14]=[CH:13][CH:12]=[CH:11][CH:10]=2)[CH:4]=[N:3]1.NC1C=CC(C2[NH:28][C:27](=[O:29])[NH:26][CH:25]([C:30]3[CH:35]=[C:34]([N+]([O-])=O)[C:33](O)=[C:32]([O:40]CC)[CH:31]=3)C=2C2C=CC=CC=2)=CC=1.N[C:50](N)=[O:51].Cl.CC[OH:56]. (6) The reactants are: IC1C=CC([C:8]2[NH:12][C:11]([C@@H:13]([N:17]3[C:21](=[O:22])[C@@H:20]([CH2:23]CC(O)=O)[NH:19][C:18]3=[O:28])[CH:14]([CH3:16])[CH3:15])=[N:10][CH:9]=2)=CC=1.[Cl:29][C:30]1[CH:35]=[C:34]([I:36])[CH:33]=[CH:32][C:31]=1I.[CH:38]1([CH2:41][C@H:42]2NC(=O)N([C@H](C3NC(C4C=CC(I)=CC=4F)=C(C)N=3)[C@H](C3C=CC=CC=3)C)C2=O)[CH2:40][CH2:39]1.[CH2:72]([Mg]Br)C.C(OC(N[C@H](C1C=CC(OCC(=O)N(C)C)=CC=1)C(O)=O)=O)(C)(C)C.ClN1C(=O)CCC1=O.C(OC(N[C@H](C1[CH:126]=[CH:125][C:124]([O:127][CH2:128][C@H:129]2[CH2:133][O:132]C(C)(C)[O:130]2)=[CH:123][CH:122]=1)C(O)=O)=O)(C)(C)C. Given the product [Cl:29][C:30]1[CH:35]=[C:34]([I:36])[CH:33]=[CH:32][C:31]=1[C:9]1[NH:10][C:11]([C@@H:13]([N:17]2[C:21](=[O:22])[C@@H:20]([C:23]3[CH:122]=[CH:123][C:124]([O:127][CH2:128][C@H:129]([OH:130])[CH2:133][OH:132])=[CH:125][CH:126]=3)[NH:19][C:18]2=[O:28])[C@H:14]([C:15]2[CH:42]=[CH:41][CH:38]=[CH:39][CH:40]=2)[CH3:16])=[N:12][C:8]=1[CH3:72], predict the reactants needed to synthesize it.